From a dataset of Peptide-MHC class I binding affinity with 185,985 pairs from IEDB/IMGT. Regression. Given a peptide amino acid sequence and an MHC pseudo amino acid sequence, predict their binding affinity value. This is MHC class I binding data. (1) The peptide sequence is GKQYIHCFRK. The MHC is HLA-A68:01 with pseudo-sequence HLA-A68:01. The binding affinity (normalized) is 0.311. (2) The peptide sequence is KFYGPFVDR. The MHC is HLA-A02:01 with pseudo-sequence HLA-A02:01. The binding affinity (normalized) is 0.198. (3) The MHC is HLA-B44:02 with pseudo-sequence HLA-B44:02. The peptide sequence is REAYCQEFSL. The binding affinity (normalized) is 0.356. (4) The peptide sequence is AILGVLATL. The MHC is HLA-A31:01 with pseudo-sequence HLA-A31:01. The binding affinity (normalized) is 0.0847.